From a dataset of Forward reaction prediction with 1.9M reactions from USPTO patents (1976-2016). Predict the product of the given reaction. (1) Given the reactants [H-].[Na+].[CH3:3][C:4]1[C:12]2[C:7](=[CH:8][N:9]=[CH:10][CH:11]=2)[NH:6][CH:5]=1.[NH2:13]OS(O)(=O)=O, predict the reaction product. The product is: [CH3:3][C:4]1[C:12]2[C:7](=[CH:8][N:9]=[CH:10][CH:11]=2)[N:6]([NH2:13])[CH:5]=1. (2) Given the reactants [OH-].[Na+].CC(O)CC.[F:8][C:9]([F:46])([F:45])[C:10]1[CH:44]=[CH:43][C:13]2=[N+:14]([O-])[N:15]([C:17]3[CH:22]=[C:21]([C:23]([CH2:26][C:27]([CH3:30])([CH3:29])[CH3:28])([CH3:25])[CH3:24])[CH:20]=[C:19]([C:31]([C:34]4[CH:39]=[CH:38][C:37]([F:40])=[CH:36][CH:35]=4)([CH3:33])[CH3:32])[C:18]=3[OH:41])[N:16]=[C:12]2[CH:11]=1.ClC1C(=O)C2C(C(=O)C=1Cl)=CC=CC=2, predict the reaction product. The product is: [F:46][C:9]([F:8])([F:45])[C:10]1[CH:44]=[CH:43][C:13]2=[N:14][N:15]([C:17]3[CH:22]=[C:21]([C:23]([CH2:26][C:27]([CH3:30])([CH3:29])[CH3:28])([CH3:24])[CH3:25])[CH:20]=[C:19]([C:31]([C:34]4[CH:35]=[CH:36][C:37]([F:40])=[CH:38][CH:39]=4)([CH3:33])[CH3:32])[C:18]=3[OH:41])[N:16]=[C:12]2[CH:11]=1. (3) The product is: [N:24]1[C:25]2[C:30](=[CH:29][CH:28]=[CH:27][CH:26]=2)[C:21]([O:20][CH2:19][CH2:18][CH2:17][CH2:16][CH2:15][O:14][C:10]2[C:11](=[O:13])[CH:12]=[C:7]([CH2:6][N:31]3[CH2:36][CH2:35][O:34][CH2:33][CH2:32]3)[O:8][CH:9]=2)=[N:22][CH:23]=1. Given the reactants CS(O[CH2:6][C:7]1[O:8][CH:9]=[C:10]([O:14][CH2:15][CH2:16][CH2:17][CH2:18][CH2:19][O:20][C:21]2[C:30]3[C:25](=[CH:26][CH:27]=[CH:28][CH:29]=3)[N:24]=[CH:23][N:22]=2)[C:11](=[O:13])[CH:12]=1)(=O)=O.[NH:31]1[CH2:36][CH2:35][O:34][CH2:33][CH2:32]1, predict the reaction product. (4) Given the reactants [CH:1]([C:3]1[CH:4]=[C:5]2[C:10](=[CH:11][CH:12]=1)[N:9]=[CH:8][N:7]([C:13]1[CH:14]=[C:15]([CH:20]=[CH:21][C:22]=1[CH3:23])[C:16]([O:18][CH3:19])=[O:17])[C:6]2=[O:24])=O.[NH:25]1[CH2:30][CH2:29][O:28][CH2:27][CH2:26]1.C(O[BH-](OC(=O)C)OC(=O)C)(=O)C.[Na+], predict the reaction product. The product is: [CH3:23][C:22]1[CH:21]=[CH:20][C:15]([C:16]([O:18][CH3:19])=[O:17])=[CH:14][C:13]=1[N:7]1[C:6](=[O:24])[C:5]2[C:10](=[CH:11][CH:12]=[C:3]([CH2:1][N:25]3[CH2:30][CH2:29][O:28][CH2:27][CH2:26]3)[CH:4]=2)[N:9]=[CH:8]1. (5) Given the reactants [I:1][C:2]1[C:10]2[C:5](=[CH:6][CH:7]=[CH:8][C:9]=2[N+:11]([O-:13])=[O:12])[NH:4][N:3]=1.Br[CH2:15][C:16]1[CH:21]=[CH:20][CH:19]=[C:18]([CH3:22])[N:17]=1.C(=O)([O-])[O-].[K+].[K+], predict the reaction product. The product is: [I:1][C:2]1[C:10]2[C:5](=[CH:6][CH:7]=[CH:8][C:9]=2[N+:11]([O-:13])=[O:12])[N:4]([CH2:15][C:16]2[CH:21]=[CH:20][CH:19]=[C:18]([CH3:22])[N:17]=2)[N:3]=1. (6) Given the reactants [NH2:1][C:2]1[N:10]=[CH:9][CH:8]=[CH:7][C:3]=1[C:4]([OH:6])=O.[Cl:11][C:12]1[CH:19]=[CH:18][CH:17]=[CH:16][C:13]=1[CH2:14][NH2:15].CN([P+](ON1N=NC2C=CC=CC1=2)(N(C)C)N(C)C)C.F[P-](F)(F)(F)(F)F.C(N(CC)CC)C, predict the reaction product. The product is: [Cl:11][C:12]1[CH:19]=[CH:18][CH:17]=[CH:16][C:13]=1[CH2:14][NH:15][C:4](=[O:6])[C:3]1[CH:7]=[CH:8][CH:9]=[N:10][C:2]=1[NH2:1].